From a dataset of Catalyst prediction with 721,799 reactions and 888 catalyst types from USPTO. Predict which catalyst facilitates the given reaction. (1) Reactant: [CH3:1]O.C[Si](C=[N+]=[N-])(C)C.[Br:10][CH:11]([C:15]1[CH:20]=[CH:19][CH:18]=[CH:17][C:16]=1[Cl:21])[C:12]([OH:14])=[O:13]. Product: [CH3:1][O:13][C:12](=[O:14])[CH:11]([Br:10])[C:15]1[CH:20]=[CH:19][CH:18]=[CH:17][C:16]=1[Cl:21]. The catalyst class is: 11. (2) Reactant: [NH2:1][C:2]1[NH:7][C:6](=[O:8])[CH:5]=[C:4](Cl)[N:3]=1.[NH2:10][NH2:11]. Product: [NH2:1][C:2]1[NH:7][C:6](=[O:8])[CH:5]=[C:4]([NH:10][NH2:11])[N:3]=1. The catalyst class is: 6. (3) Reactant: Br[CH2:2][C:3]1[CH:8]=[CH:7][CH:6]=[C:5]([O:9][CH3:10])[CH:4]=1.[Br:11][C:12]1[CH:13]=[CH:14][C:15]([OH:21])=[C:16]([CH:20]=1)[C:17]([OH:19])=[O:18].[C:22](=[O:25])([O-])[O-].[K+].[K+]. Product: [Br:11][C:12]1[CH:13]=[CH:14][C:15]([O:21][CH2:2][C:3]2[CH:8]=[CH:7][CH:6]=[C:5]([O:25][CH3:22])[CH:4]=2)=[C:16]([CH:20]=1)[C:17]([O:19][CH2:2][C:3]1[CH:8]=[CH:7][CH:6]=[C:5]([O:9][CH3:10])[CH:4]=1)=[O:18]. The catalyst class is: 21. (4) Reactant: FC(F)(F)S(O[C:7]1[C:8]([CH3:36])([CH3:35])[C@H:9]2[C@:22]([CH3:25])([CH2:23][CH:24]=1)[C@@H:21]1[C@:12]([CH3:34])([C@@:13]3([CH3:33])[C@H:18]([CH2:19][CH2:20]1)[C@H:17]1[C@H:26]([C:29]([CH3:31])=[CH2:30])[CH2:27][CH2:28][C@:16]1([NH2:32])[CH2:15][CH2:14]3)[CH2:11][CH2:10]2)(=O)=O.CC1(C)C(C)(C)OB([C:47]2[CH2:52][CH2:51][CH:50]([C:53]([O:55][CH3:56])=[O:54])[CH2:49][CH:48]=2)O1.O.C(=O)([O-])[O-].[Na+].[Na+]. Product: [NH2:32][C@:16]12[CH2:28][CH2:27][C@@H:26]([C:29]([CH3:31])=[CH2:30])[C@@H:17]1[C@@H:18]1[C@@:13]([CH3:33])([CH2:14][CH2:15]2)[C@@:12]2([CH3:34])[C@@H:21]([C@:22]3([CH3:25])[C@@H:9]([CH2:10][CH2:11]2)[C:8]([CH3:35])([CH3:36])[C:7]([C:47]2[CH2:52][CH2:51][CH:50]([C:53]([O:55][CH3:56])=[O:54])[CH2:49][CH:48]=2)=[CH:24][CH2:23]3)[CH2:20][CH2:19]1. The catalyst class is: 70. (5) Reactant: [Cl:1][C:2]1[CH:7]=[C:6]([N:8]([C:13]2[C:32]([CH:33]3[CH2:35][CH2:34]3)=[CH:31][C:16]3[C:17]([C:27](=[O:30])[NH:28][CH3:29])=[C:18]([C:20]4[CH:25]=[CH:24][C:23]([F:26])=[CH:22][CH:21]=4)[O:19][C:15]=3[CH:14]=2)[S:9]([CH3:12])(=[O:11])=[O:10])[CH:5]=[CH:4][C:3]=1[B:36]([OH:38])[OH:37].[OH:39][CH2:40][C:41]([CH2:45]O)([CH2:43]O)[CH3:42].CC(C)([O-])C.[K+:52].C1COCC1. Product: [K+:52].[Cl:1][C:2]1[CH:7]=[C:6]([N:8]([C:13]2[C:32]([CH:33]3[CH2:35][CH2:34]3)=[CH:31][C:16]3[C:17]([C:27](=[O:30])[NH:28][CH3:29])=[C:18]([C:20]4[CH:21]=[CH:22][C:23]([F:26])=[CH:24][CH:25]=4)[O:19][C:15]=3[CH:14]=2)[S:9]([CH3:12])(=[O:11])=[O:10])[CH:5]=[CH:4][C:3]=1[B-:36]12[O:39][CH2:40][C:41]([CH3:45])([CH2:43][O:37]1)[CH2:42][O:38]2. The catalyst class is: 1. (6) Reactant: [CH2:1]([N:3]([OH:34])/[C:4](=[N:32]\[H])/[C:5](=[N:12]\[O:13][CH2:14][C:15]1[N:16]=[C:17]([NH:20]C(=O)OCCC2C=CC=CC=2)[S:18][CH:19]=1)/[C:6]1[CH:11]=[CH:10][CH:9]=[CH:8][CH:7]=1)[CH3:2].[C:35](N1C=CN=C1)(N1C=CN=C1)=[O:36]. Product: [NH2:20][C:17]1[S:18][CH:19]=[C:15]([CH2:14][O:13]/[N:12]=[C:5](/[C:6]2[CH:7]=[CH:8][CH:9]=[CH:10][CH:11]=2)\[C:4]2[N:3]([CH2:1][CH3:2])[O:34][C:35](=[O:36])[N:32]=2)[N:16]=1. The catalyst class is: 10.